Regression. Given two drug SMILES strings and cell line genomic features, predict the synergy score measuring deviation from expected non-interaction effect. From a dataset of Merck oncology drug combination screen with 23,052 pairs across 39 cell lines. (1) Drug 1: CCC1(O)CC2CN(CCc3c([nH]c4ccccc34)C(C(=O)OC)(c3cc4c(cc3OC)N(C)C3C(O)(C(=O)OC)C(OC(C)=O)C5(CC)C=CCN6CCC43C65)C2)C1. Drug 2: Cn1cc(-c2cnn3c(N)c(Br)c(C4CCCNC4)nc23)cn1. Cell line: A375. Synergy scores: synergy=10.9. (2) Cell line: CAOV3. Drug 2: CCc1cnn2c(NCc3ccc[n+]([O-])c3)cc(N3CCCCC3CCO)nc12. Synergy scores: synergy=12.5. Drug 1: N#Cc1ccc(Cn2cncc2CN2CCN(c3cccc(Cl)c3)C(=O)C2)cc1. (3) Drug 1: Cn1nnc2c(C(N)=O)ncn2c1=O. Drug 2: CCc1c2c(nc3ccc(O)cc13)-c1cc3c(c(=O)n1C2)COC(=O)C3(O)CC. Cell line: CAOV3. Synergy scores: synergy=-38.4. (4) Drug 1: O=P1(N(CCCl)CCCl)NCCCO1. Drug 2: COC1CC2CCC(C)C(O)(O2)C(=O)C(=O)N2CCCCC2C(=O)OC(C(C)CC2CCC(OP(C)(C)=O)C(OC)C2)CC(=O)C(C)C=C(C)C(O)C(OC)C(=O)C(C)CC(C)C=CC=CC=C1C. Cell line: SW620. Synergy scores: synergy=9.05.